Dataset: Reaction yield outcomes from USPTO patents with 853,638 reactions. Task: Predict the reaction yield, written as a fraction of the theoretical maximum amount of product (1.0 means a 100% yield; for example, 0.34 means a 34% yield). The reactants are [O:1]1[C:5]2[CH:6]=[CH:7][CH:8]=[CH:9][C:4]=2[CH:3]=[C:2]1[CH:10]1[CH2:15][CH2:14][CH:13]([C:16]([OH:18])=O)[CH2:12][CH2:11]1.Cl.CN(C)CCCN=C=NCC.[C:31]1([S:41]([NH2:44])(=[O:43])=[O:42])[C:32]([S:37]([NH2:40])(=[O:39])=[O:38])=[CH:33][CH:34]=[CH:35][CH:36]=1. The catalyst is CN(C)C1C=CN=CC=1.CN(C)C=O. The product is [O:1]1[C:5]2[CH:6]=[CH:7][CH:8]=[CH:9][C:4]=2[CH:3]=[C:2]1[CH:10]1[CH2:11][CH2:12][CH:13]([C:16]([NH:44][S:41]([C:31]2[CH:36]=[CH:35][CH:34]=[CH:33][C:32]=2[S:37](=[O:39])(=[O:38])[NH2:40])(=[O:43])=[O:42])=[O:18])[CH2:14][CH2:15]1. The yield is 0.380.